This data is from NCI-60 drug combinations with 297,098 pairs across 59 cell lines. The task is: Regression. Given two drug SMILES strings and cell line genomic features, predict the synergy score measuring deviation from expected non-interaction effect. (1) Drug 1: C1CNP(=O)(OC1)N(CCCl)CCCl. Drug 2: CS(=O)(=O)CCNCC1=CC=C(O1)C2=CC3=C(C=C2)N=CN=C3NC4=CC(=C(C=C4)OCC5=CC(=CC=C5)F)Cl. Cell line: SW-620. Synergy scores: CSS=-7.03, Synergy_ZIP=5.49, Synergy_Bliss=1.62, Synergy_Loewe=-1.36, Synergy_HSA=-5.89. (2) Drug 1: C1=NC2=C(N=C(N=C2N1C3C(C(C(O3)CO)O)F)Cl)N. Drug 2: CC1=C(C(=O)C2=C(C1=O)N3CC4C(C3(C2COC(=O)N)OC)N4)N. Cell line: HCT-15. Synergy scores: CSS=25.4, Synergy_ZIP=-3.52, Synergy_Bliss=-2.27, Synergy_Loewe=-14.8, Synergy_HSA=-3.85. (3) Synergy scores: CSS=25.6, Synergy_ZIP=-8.03, Synergy_Bliss=0.296, Synergy_Loewe=-42.0, Synergy_HSA=0.108. Drug 1: CC1=C(N=C(N=C1N)C(CC(=O)N)NCC(C(=O)N)N)C(=O)NC(C(C2=CN=CN2)OC3C(C(C(C(O3)CO)O)O)OC4C(C(C(C(O4)CO)O)OC(=O)N)O)C(=O)NC(C)C(C(C)C(=O)NC(C(C)O)C(=O)NCCC5=NC(=CS5)C6=NC(=CS6)C(=O)NCCC[S+](C)C)O. Drug 2: C1CN(P(=O)(OC1)NCCCl)CCCl. Cell line: SNB-19. (4) Drug 1: C1=CC(=CC=C1C#N)C(C2=CC=C(C=C2)C#N)N3C=NC=N3. Drug 2: C1CN1P(=S)(N2CC2)N3CC3. Cell line: HS 578T. Synergy scores: CSS=13.7, Synergy_ZIP=-3.41, Synergy_Bliss=-1.77, Synergy_Loewe=-3.63, Synergy_HSA=-3.07. (5) Drug 1: CCC1=C2CN3C(=CC4=C(C3=O)COC(=O)C4(CC)O)C2=NC5=C1C=C(C=C5)O. Drug 2: C1C(C(OC1N2C=NC3=C2NC=NCC3O)CO)O. Cell line: RXF 393. Synergy scores: CSS=8.23, Synergy_ZIP=-3.04, Synergy_Bliss=1.57, Synergy_Loewe=-7.16, Synergy_HSA=0.325. (6) Drug 1: C1CCC(CC1)NC(=O)N(CCCl)N=O. Drug 2: CCC1(CC2CC(C3=C(CCN(C2)C1)C4=CC=CC=C4N3)(C5=C(C=C6C(=C5)C78CCN9C7C(C=CC9)(C(C(C8N6C)(C(=O)OC)O)OC(=O)C)CC)OC)C(=O)OC)O.OS(=O)(=O)O. Cell line: SNB-75. Synergy scores: CSS=32.3, Synergy_ZIP=-0.456, Synergy_Bliss=-1.91, Synergy_Loewe=-24.1, Synergy_HSA=0.785. (7) Drug 1: CC12CCC3C(C1CCC2=O)CC(=C)C4=CC(=O)C=CC34C. Drug 2: C1CN1P(=S)(N2CC2)N3CC3. Cell line: NCIH23. Synergy scores: CSS=65.9, Synergy_ZIP=-2.62, Synergy_Bliss=-1.54, Synergy_Loewe=-3.98, Synergy_HSA=0.928. (8) Drug 2: CCC1(C2=C(COC1=O)C(=O)N3CC4=CC5=C(C=CC(=C5CN(C)C)O)N=C4C3=C2)O.Cl. Synergy scores: CSS=30.5, Synergy_ZIP=-11.0, Synergy_Bliss=-1.09, Synergy_Loewe=-14.5, Synergy_HSA=-0.0878. Drug 1: C1=CC(=CC=C1CC(C(=O)O)N)N(CCCl)CCCl.Cl. Cell line: UACC62. (9) Drug 1: C1CCN(CC1)CCOC2=CC=C(C=C2)C(=O)C3=C(SC4=C3C=CC(=C4)O)C5=CC=C(C=C5)O. Drug 2: C1CN1P(=S)(N2CC2)N3CC3. Cell line: HOP-62. Synergy scores: CSS=23.2, Synergy_ZIP=-5.23, Synergy_Bliss=-1.01, Synergy_Loewe=-5.05, Synergy_HSA=-4.84.